Dataset: Reaction yield outcomes from USPTO patents with 853,638 reactions. Task: Predict the reaction yield, written as a fraction of the theoretical maximum amount of product (1.0 means a 100% yield; for example, 0.34 means a 34% yield). (1) The reactants are [CH3:1][O-:2].[Na+].Cl[C:5]1[C:10]([NH2:11])=[C:9](Cl)[N:8]=[C:7]([CH3:13])[N:6]=1.[CH3:14][OH:15]. No catalyst specified. The product is [CH3:1][O:2][C:5]1[C:10]([NH2:11])=[C:9]([O:15][CH3:14])[N:8]=[C:7]([CH3:13])[N:6]=1. The yield is 1.00. (2) The reactants are [F:1][C:2]1[CH:7]=[CH:6][C:5](B2OC(C)(C)C(C)(C)O2)=[CH:4][C:3]=1[C@:17]1([CH2:36][F:37])[CH2:22][C@@H:21]([C:23]([F:26])([F:25])[F:24])[O:20][C:19]([NH:27][C:28](=[O:35])[C:29]2[CH:34]=[CH:33][CH:32]=[CH:31][CH:30]=2)=[N:18]1.OO.O.C([O-])(O)=[O:42].[Na+]. The catalyst is C1COCC1. The product is [F:1][C:2]1[CH:7]=[CH:6][C:5]([OH:42])=[CH:4][C:3]=1[C@:17]1([CH2:36][F:37])[CH2:22][C@@H:21]([C:23]([F:24])([F:25])[F:26])[O:20][C:19]([NH:27][C:28](=[O:35])[C:29]2[CH:34]=[CH:33][CH:32]=[CH:31][CH:30]=2)=[N:18]1. The yield is 0.560. (3) The reactants are [Cl:1][C:2]1[CH:7]=[CH:6][C:5]([NH:8][C:9]2[O:10][C:11]3[CH:17]=[CH:16][C:15]([O:18][C:19]4[CH:24]=[CH:23][N:22]=[C:21]5[CH:25]=[C:26]([C:28]6[CH:35]=[CH:34][C:31]([CH:32]=O)=[CH:30][N:29]=6)[S:27][C:20]=45)=[CH:14][C:12]=3[N:13]=2)=[CH:4][CH:3]=1.[CH2:36]([NH2:39])[C:37]#[CH:38].C([Sn](Cl)(Cl)CCCC)CCC.C1([SiH3])C=CC=CC=1. The catalyst is CN(C=O)C.CCOC(C)=O. The product is [Cl:1][C:2]1[CH:3]=[CH:4][C:5]([NH:8][C:9]2[O:10][C:11]3[CH:17]=[CH:16][C:15]([O:18][C:19]4[CH:24]=[CH:23][N:22]=[C:21]5[CH:25]=[C:26]([C:28]6[CH:35]=[CH:34][C:31]([CH2:32][NH:39][CH2:36][C:37]#[CH:38])=[CH:30][N:29]=6)[S:27][C:20]=45)=[CH:14][C:12]=3[N:13]=2)=[CH:6][CH:7]=1. The yield is 0.730. (4) The reactants are [N:1]1([C:6]2[CH:11]=[CH:10][CH:9]=[CH:8][C:7]=2[C:12]([NH:14][C:15]2[CH:16]=[C:17]([C:21]([OH:23])=O)[N:18]([CH3:20])[CH:19]=2)=[O:13])[CH2:5][CH2:4][CH2:3][CH2:2]1.[CH3:24][C:25]1[CH:30]=[CH:29][C:28]([C:31]2[CH:36]=[CH:35][C:34]([CH2:37][NH2:38])=[CH:33][CH:32]=2)=[CH:27][CH:26]=1.CN(C(ON1N=NC2C=CC=CC1=2)=[N+](C)C)C.[B-](F)(F)(F)F.C(N(C(C)C)C(C)C)C. The catalyst is CN(C)C=O.ClCCl.C(O)C. The product is [CH3:24][C:25]1[CH:26]=[CH:27][C:28]([C:31]2[CH:36]=[CH:35][C:34]([CH2:37][NH:38][C:21]([C:17]3[N:18]([CH3:20])[CH:19]=[C:15]([NH:14][C:12]([C:7]4[CH:8]=[CH:9][CH:10]=[CH:11][C:6]=4[N:1]4[CH2:5][CH2:4][CH2:3][CH2:2]4)=[O:13])[CH:16]=3)=[O:23])=[CH:33][CH:32]=2)=[CH:29][CH:30]=1. The yield is 0.820. (5) The product is [Cl:40][C:38]1[CH:37]=[CH:36][C:34]2[N:35]=[C:31]([NH:1][C:2]3[CH:3]=[CH:4][C:5]([C:8]4[CH:13]=[CH:12][C:11]([C:14](=[O:29])[CH2:15][CH:16]([CH2:21][CH2:22][C:23]5[CH:24]=[CH:25][CH:26]=[CH:27][CH:28]=5)[C:17]([OH:19])=[O:18])=[CH:10][CH:9]=4)=[CH:6][CH:7]=3)[S:32][C:33]=2[CH:39]=1. The reactants are [NH2:1][C:2]1[CH:7]=[CH:6][C:5]([C:8]2[CH:13]=[CH:12][C:11]([C:14](=[O:29])[CH2:15][CH:16]([CH2:21][CH2:22][C:23]3[CH:28]=[CH:27][CH:26]=[CH:25][CH:24]=3)[C:17]([O:19]C)=[O:18])=[CH:10][CH:9]=2)=[CH:4][CH:3]=1.Cl[C:31]1[S:32][C:33]2[CH:39]=[C:38]([Cl:40])[CH:37]=[CH:36][C:34]=2[N:35]=1.S1C2C=CC=CC=2N=C1NC1C=CC(C2C=CC(C(=O)CC(C)(C)C(O)=O)=CC=2)=CC=1. The yield is 0.250. No catalyst specified. (6) The reactants are I[C:2]1[CH:7]=[CH:6][C:5]([N+:8]([O-:10])=[O:9])=[CH:4][C:3]=1[CH3:11].[CH3:12][N:13](C)C=O. The catalyst is C(OCC)(=O)C.[C-]#N.[Zn+2].[C-]#N.[Pd].C1(P(C2C=CC=CC=2)C2C=CC=CC=2)C=CC=CC=1.C1(P(C2C=CC=CC=2)C2C=CC=CC=2)C=CC=CC=1.C1(P(C2C=CC=CC=2)C2C=CC=CC=2)C=CC=CC=1.C1(P(C2C=CC=CC=2)C2C=CC=CC=2)C=CC=CC=1. The product is [CH3:11][C:3]1[CH:4]=[C:5]([N+:8]([O-:10])=[O:9])[CH:6]=[CH:7][C:2]=1[C:12]#[N:13]. The yield is 0.810. (7) The reactants are Cl.[NH2:2][CH2:3][C:4]1[CH:5]=[C:6]2[C:10](=[CH:11][CH:12]=1)[C:9](=[O:13])[N:8]([CH:14]1[CH2:19][CH2:18][C:17](=[O:20])[NH:16][C:15]1=[O:21])[CH2:7]2.[F:22][C:23]([F:34])([F:33])[C:24]1[CH:25]=[C:26]([CH:30]=[CH:31][CH:32]=1)[C:27](Cl)=[O:28].C(N(CC)CC)C.Cl. The catalyst is CN(C)C=O. The product is [O:21]=[C:15]1[CH:14]([N:8]2[CH2:7][C:6]3[C:10](=[CH:11][CH:12]=[C:4]([CH2:3][NH:2][C:27](=[O:28])[C:26]4[CH:30]=[CH:31][CH:32]=[C:24]([C:23]([F:22])([F:33])[F:34])[CH:25]=4)[CH:5]=3)[C:9]2=[O:13])[CH2:19][CH2:18][C:17](=[O:20])[NH:16]1. The yield is 0.660.